From a dataset of Forward reaction prediction with 1.9M reactions from USPTO patents (1976-2016). Predict the product of the given reaction. (1) Given the reactants Br[C:2]1[CH:7]=[CH:6][N:5]=[C:4]([C:8]([C:10]2[C:18]3[CH:17]=[N:16][CH:15]=[N:14][C:13]=3[N:12]([CH:19]([CH3:21])[CH3:20])[CH:11]=2)=[O:9])[CH:3]=1.[NH3:22], predict the reaction product. The product is: [NH2:22][C:2]1[CH:7]=[CH:6][N:5]=[C:4]([C:8]([C:10]2[C:18]3[CH:17]=[N:16][CH:15]=[N:14][C:13]=3[N:12]([CH:19]([CH3:21])[CH3:20])[CH:11]=2)=[O:9])[CH:3]=1. (2) Given the reactants [Br:1][C:2]1[C:7]([C:8]2[CH:13]=[CH:12][CH:11]=[CH:10][CH:9]=2)=[N:6][NH:5][C:4](=[O:14])[CH:3]=1.[O:15]1[CH:20]=[CH:19][CH2:18][CH2:17][CH2:16]1.C1(C)C=CC(S([O-])(=O)=O)=CC=1.[NH+]1C=CC=CC=1, predict the reaction product. The product is: [Br:1][C:2]1[C:7]([C:8]2[CH:13]=[CH:12][CH:11]=[CH:10][CH:9]=2)=[N:6][N:5]([CH:16]2[CH2:17][CH2:18][CH2:19][CH2:20][O:15]2)[C:4](=[O:14])[CH:3]=1. (3) Given the reactants [C:1]([O:7][CH:8]1[CH2:11][CH:10]([OH:12])[CH2:9]1)(=[O:6])[C:2]([CH3:5])([CH3:4])[CH3:3].CCN(C(C)C)C(C)C.O([Si:30]([C:33]([CH3:36])([CH3:35])[CH3:34])([CH3:32])[CH3:31])S(C(F)(F)F)(=O)=O, predict the reaction product. The product is: [C:1]([O:7][CH:8]1[CH2:9][CH:10]([O:12][Si:30]([C:33]([CH3:36])([CH3:35])[CH3:34])([CH3:32])[CH3:31])[CH2:11]1)(=[O:6])[C:2]([CH3:5])([CH3:4])[CH3:3]. (4) Given the reactants Br[C:2]1[N:3]([CH3:17])[CH:4]=[C:5]([C:7]([O:9][CH2:10][C:11]2[CH:16]=[CH:15][CH:14]=[CH:13][CH:12]=2)=[O:8])[N:6]=1.P([O-])([O-])([O-])=O.[K+].[K+].[K+].[CH3:26][N:27]1[CH:31]=[C:30](B2OC(C)(C)C(C)(C)O2)[CH:29]=[N:28]1, predict the reaction product. The product is: [CH3:17][N:3]1[CH:4]=[C:5]([C:7]([O:9][CH2:10][C:11]2[CH:16]=[CH:15][CH:14]=[CH:13][CH:12]=2)=[O:8])[N:6]=[C:2]1[C:30]1[CH:29]=[N:28][N:27]([CH3:26])[CH:31]=1. (5) Given the reactants Br[C:2]1[CH:3]=[C:4]2[C:8](=[CH:9][CH:10]=1)[NH:7][N:6]=[CH:5]2.[B:11]1([B:11]2[O:15][C:14]([CH3:17])([CH3:16])[C:13]([CH3:19])([CH3:18])[O:12]2)[O:15][C:14]([CH3:17])([CH3:16])[C:13]([CH3:19])([CH3:18])[O:12]1.C(Cl)Cl.CC([O-])=O.[K+], predict the reaction product. The product is: [CH3:18][C:13]1([CH3:19])[C:14]([CH3:17])([CH3:16])[O:15][B:11]([C:2]2[CH:3]=[C:4]3[C:8](=[CH:9][CH:10]=2)[NH:7][N:6]=[CH:5]3)[O:12]1. (6) Given the reactants [OH:1][C@@H:2]1[CH2:18][CH:17]2[C@@:5]([CH3:24])([C@@H:6]3[C@@H:14]([CH2:15][CH2:16]2)[C@H:13]2[C@@:9]([CH3:22])([C@@H:10]([C:19](O)=[O:20])[CH2:11][CH2:12]2)[CH2:8][C@@H:7]3[OH:23])[CH2:4][CH2:3]1.C[CH2:26][N:27]=C=NCCCN(C)C.Cl.C1C=CC2N(O)N=NC=2C=1.CN1CCOCC1.Cl.CN, predict the reaction product. The product is: [OH:1][C@@H:2]1[CH2:18][CH:17]2[C@@:5]([CH3:24])([C@@H:6]3[C@@H:14]([CH2:15][CH2:16]2)[C@H:13]2[C@@:9]([CH3:22])([C@@H:10]([C:19]([NH:27][CH3:26])=[O:20])[CH2:11][CH2:12]2)[CH2:8][C@@H:7]3[OH:23])[CH2:4][CH2:3]1. (7) Given the reactants [I:1]I.[C@:3]12([CH2:13]S(O)(=O)=O)[C:10]([CH3:12])([CH3:11])[CH:7]([CH2:8][CH2:9]1)[CH2:6][C:4]2=[O:5].C1(P(C2C=CC=CC=2)C2C=CC=CC=2)C=CC=CC=1, predict the reaction product. The product is: [I:1][CH2:13][C@:3]12[C:10]([CH3:12])([CH3:11])[CH:7]([CH2:8][CH2:9]1)[CH2:6][C:4]2=[O:5].